Task: Predict the reactants needed to synthesize the given product.. Dataset: Full USPTO retrosynthesis dataset with 1.9M reactions from patents (1976-2016) Given the product [CH:1]1([N:6]2[C:15]3[N:14]=[C:13]([NH:16][C:17]4[CH:18]=[CH:19][C:20]([C:30]([NH:42][CH:46]5[CH2:45][CH2:50][N:62]([CH3:59])[CH2:48][CH2:47]5)=[O:31])=[C:21]5[C:25]=4[O:24][CH:23]([CH2:26][N:27]([CH3:29])[CH3:28])[CH2:22]5)[N:12]=[CH:11][C:10]=3[N:9]([CH3:33])[C:8](=[O:34])[C@H:7]2[CH2:35][CH3:36])[CH2:5][CH2:4][CH2:3][CH2:2]1, predict the reactants needed to synthesize it. The reactants are: [CH:1]1([N:6]2[C:15]3[N:14]=[C:13]([NH:16][C:17]4[CH:18]=[CH:19][C:20]([C:30](O)=[O:31])=[C:21]5[C:25]=4[O:24][CH:23]([CH2:26][N:27]([CH3:29])[CH3:28])[CH2:22]5)[N:12]=[CH:11][C:10]=3[N:9]([CH3:33])[C:8](=[O:34])[C@H:7]2[CH2:35][CH3:36])[CH2:5][CH2:4][CH2:3][CH2:2]1.F[B-](F)(F)F.[N:42]1(OC(N(C)C)=[N+](C)C)[C:46]2[CH:47]=[CH:48]C=[CH:50][C:45]=2N=N1.[CH:59]([N:62](C(C)C)CC)(C)C.[Cl-].[Na+].